This data is from Catalyst prediction with 721,799 reactions and 888 catalyst types from USPTO. The task is: Predict which catalyst facilitates the given reaction. (1) Reactant: [C:1]([OH:7])(=[O:6])[CH2:2][C:3]([OH:5])=[O:4].[CH2:8](O)[C:9]([CH3:12])([CH3:11])[CH3:10].S(=O)(=O)(O)O.O. Product: [C:1]([O:7][CH2:8][C:9]([CH3:12])([CH3:11])[CH3:10])(=[O:6])[CH2:2][C:3]([O:5][CH2:8][C:9]([CH3:12])([CH3:11])[CH3:10])=[O:4]. The catalyst class is: 11. (2) Reactant: Br[C:2]1[CH:7]=[CH:6][C:5]([CH3:8])=[CH:4][N:3]=1.[C:9]([C:13]1[CH:14]=[CH:15][C:16]([O:22][CH3:23])=[C:17](B(O)O)[CH:18]=1)([CH3:12])([CH3:11])[CH3:10].C(=O)([O-])[O-].[K+].[K+]. Product: [C:9]([C:13]1[CH:18]=[CH:17][C:16]([O:22][CH3:23])=[C:15]([C:2]2[CH:7]=[CH:6][C:5]([CH3:8])=[CH:4][N:3]=2)[CH:14]=1)([CH3:12])([CH3:10])[CH3:11]. The catalyst class is: 437.